Dataset: Experimentally validated miRNA-target interactions with 360,000+ pairs, plus equal number of negative samples. Task: Binary Classification. Given a miRNA mature sequence and a target amino acid sequence, predict their likelihood of interaction. (1) The miRNA is hsa-miR-376b-5p with sequence CGUGGAUAUUCCUUCUAUGUUU. The protein sequence of the target gene is MTGGRFDFDDGGTYCGGWEEGKAHGHGICTGPKGQGEYSGSWSHGFEVVGVYTWPSGNTYQGYWAQGKRHGLGVETKGKWMYRGEWSHGFKGRYGVRQSLCTPARYEGTWSNGLQDGYGVETYGDGGTYQGQWAGGMRHGYGVRQSVPYGMATVIRSPLRTSLASLRSEQSNGSVLHEAAAAAADSPAGTRGGFVLNFHADTELGKKKGGLFRRGSLLGSMKLRKSESKSSISSKRSSVRSDAAMSRISSSDANSTISFGDVDCDFCPVEDHVDATTTETYMGEWKNDKRNGFGISERSN.... Result: 0 (no interaction). (2) The miRNA is hsa-miR-6780b-3p with sequence UCCCUUGUCUCCUUUCCCUAG. The protein sequence of the target gene is MARGPQTLVQVWVGGQLFQADRALLVEHCGFFRGLFRSGMRETRAAEVRLGVLSAGGFRATLQVLRGDRPALAAEDELLQAVECAAFLQAPALARFLEHNLTSDNCALLCDAAAAFGLRDVFHSAALFICDGERELAAELALPEARAYVAALRPSSYAAVSTHTPAPGFLEDASRTLCYLDEEEDAWRTLAALPLEASTLLAGVATLGNKLYIVGGVRGASKEVVELGFCYDPDGGTWHEFPSPHQPRYDTALAGFDGRLYAIGGEFQRTPISSVERYDPAAGCWSFVADLPQPAAGVPC.... Result: 0 (no interaction).